Dataset: HIV replication inhibition screening data with 41,000+ compounds from the AIDS Antiviral Screen. Task: Binary Classification. Given a drug SMILES string, predict its activity (active/inactive) in a high-throughput screening assay against a specified biological target. (1) The drug is CN1CCc2ccccc2C(C(=O)c2ccccc2)=C1O. The result is 0 (inactive). (2) The drug is CCCCOC(=O)C(CC(=O)C=C(C)C)=NNS(=O)(=O)c1ccc(C)cc1. The result is 0 (inactive). (3) The compound is O=C(C#CP(=O)(O)c1ccccc1)c1ccccc1. The result is 0 (inactive). (4) The drug is CCOC(=O)C1CC2OC2CC1C. The result is 0 (inactive). (5) The drug is CC(=O)N1OC2(C)c3ccccc3C1(C)c1ccccc12. The result is 0 (inactive). (6) The drug is CCOC(=O)N=NC(C)(C)OC(C)=O. The result is 0 (inactive). (7) The molecule is CC(=O)OC12C(=NO)CCCCCC1c1ccccc12. The result is 0 (inactive). (8) The molecule is O=C(c1ccccc1)N1C(=S)N(c2ccc([N+](=O)[O-])cc2)C(=Nc2ccccc2)C1=Nc1ccccc1. The result is 0 (inactive). (9) The molecule is COc1ccc2c(c1)N(S(=O)(=O)c1ccc(C)cc1)CC1=C2CCP1(C)=O. The result is 0 (inactive).